Dataset: Forward reaction prediction with 1.9M reactions from USPTO patents (1976-2016). Task: Predict the product of the given reaction. Given the reactants C(OC([N:8]1[CH2:15][CH2:14][CH:13]2[CH:10]([N:11]([C:16]3[CH:25]=[N:24][C:23]4[C:18](=[CH:19][CH:20]=[CH:21][CH:22]=4)[N:17]=3)[CH2:12]2)[CH2:9]1)=O)(C)(C)C.FC(F)(F)C(O)=O, predict the reaction product. The product is: [CH:10]12[N:11]([C:16]3[CH:25]=[N:24][C:23]4[C:18](=[CH:19][CH:20]=[CH:21][CH:22]=4)[N:17]=3)[CH2:12][CH:13]1[CH2:14][CH2:15][NH:8][CH2:9]2.